The task is: Predict which catalyst facilitates the given reaction.. This data is from Catalyst prediction with 721,799 reactions and 888 catalyst types from USPTO. (1) Reactant: [CH3:1][C:2]([C:6]1[CH:12]=[CH:11][C:9]([NH2:10])=[C:8]([N+:13]([O-])=O)[CH:7]=1)([CH3:5])[CH2:3][CH3:4].O.[Cl-].[Ca+2].[Cl-]. Product: [CH3:5][C:2]([C:6]1[CH:7]=[C:8]([NH2:13])[C:9]([NH2:10])=[CH:11][CH:12]=1)([CH3:1])[CH2:3][CH3:4]. The catalyst class is: 447. (2) Reactant: [F-].C([N+](CCCC)(CCCC)CCCC)CCC.O1CCCC1.[Si]([O:41][C@@H:42]1[C@@H:46]([CH2:47][O:48][Si](C(C)(C)C)(C2C=CC=CC=2)C2C=CC=CC=2)[S:45][CH:44]([N:66]2[CH:73]=[CH:72][C:70]([NH2:71])=[N:69][C:67]2=[O:68])[C@H:43]1[F:74])(C(C)(C)C)(C1C=CC=CC=1)C1C=CC=CC=1. Product: [F:74][C@H:43]1[C@H:42]([OH:41])[C@@H:46]([CH2:47][OH:48])[S:45][CH:44]1[N:66]1[CH:73]=[CH:72][C:70]([NH2:71])=[N:69][C:67]1=[O:68]. The catalyst class is: 7. (3) The catalyst class is: 2. Reactant: [C:1]1([C:7]2[O:8][C:9]3[CH:15]=[CH:14][C:13]([CH2:16][CH2:17]O)=[CH:12][C:10]=3[CH:11]=2)[CH:6]=[CH:5][CH:4]=[CH:3][CH:2]=1.C1C(=O)N([I:26])C(=O)C1.C1(P(C2C=CC=CC=2)C2C=CC=CC=2)C=CC=CC=1. Product: [I:26][CH2:17][CH2:16][C:13]1[CH:14]=[CH:15][C:9]2[O:8][C:7]([C:1]3[CH:6]=[CH:5][CH:4]=[CH:3][CH:2]=3)=[CH:11][C:10]=2[CH:12]=1. (4) Reactant: [CH:1]([C:4]1[C:9](=[O:10])[NH:8][C:7](=[O:11])[NH:6][C:5]=1[C:12]([C:14]1[CH:15]=[C:16]([CH:19]=[C:20]([CH3:22])[CH:21]=1)[C:17]#[N:18])=[O:13])([CH3:3])[CH3:2].C(=O)([O-])[O-].[K+].[K+].Br[CH2:30][C:31]1[C:32]([F:40])=[N:33][CH:34]=[C:35]([N+:37]([O-:39])=[O:38])[CH:36]=1.[I-].[Li+]. Product: [F:40][C:32]1[C:31]([CH2:30][N:6]2[C:5]([C:12]([C:14]3[CH:15]=[C:16]([CH:19]=[C:20]([CH3:22])[CH:21]=3)[C:17]#[N:18])=[O:13])=[C:4]([CH:1]([CH3:3])[CH3:2])[C:9](=[O:10])[NH:8][C:7]2=[O:11])=[CH:36][C:35]([N+:37]([O-:39])=[O:38])=[CH:34][N:33]=1. The catalyst class is: 39.